This data is from NCI-60 drug combinations with 297,098 pairs across 59 cell lines. The task is: Regression. Given two drug SMILES strings and cell line genomic features, predict the synergy score measuring deviation from expected non-interaction effect. (1) Drug 1: CC1=C(C=C(C=C1)NC(=O)C2=CC=C(C=C2)CN3CCN(CC3)C)NC4=NC=CC(=N4)C5=CN=CC=C5. Drug 2: CC(C)CN1C=NC2=C1C3=CC=CC=C3N=C2N. Cell line: SK-MEL-2. Synergy scores: CSS=-2.95, Synergy_ZIP=9.66, Synergy_Bliss=6.04, Synergy_Loewe=2.27, Synergy_HSA=-0.587. (2) Drug 1: CCCCCOC(=O)NC1=NC(=O)N(C=C1F)C2C(C(C(O2)C)O)O. Drug 2: CC1C(C(CC(O1)OC2CC(CC3=C2C(=C4C(=C3O)C(=O)C5=CC=CC=C5C4=O)O)(C(=O)C)O)N)O. Cell line: IGROV1. Synergy scores: CSS=47.6, Synergy_ZIP=-0.838, Synergy_Bliss=-1.45, Synergy_Loewe=-52.3, Synergy_HSA=-2.37. (3) Drug 1: C1=CC(=CC=C1C#N)C(C2=CC=C(C=C2)C#N)N3C=NC=N3. Drug 2: CCC1(C2=C(COC1=O)C(=O)N3CC4=CC5=C(C=CC(=C5CN(C)C)O)N=C4C3=C2)O.Cl. Cell line: KM12. Synergy scores: CSS=16.2, Synergy_ZIP=-4.94, Synergy_Bliss=-1.21, Synergy_Loewe=-11.6, Synergy_HSA=-2.12. (4) Drug 1: C1=CN(C=N1)CC(O)(P(=O)(O)O)P(=O)(O)O. Drug 2: CCN(CC)CCCC(C)NC1=C2C=C(C=CC2=NC3=C1C=CC(=C3)Cl)OC. Cell line: NCI/ADR-RES. Synergy scores: CSS=12.5, Synergy_ZIP=-0.267, Synergy_Bliss=4.46, Synergy_Loewe=-2.99, Synergy_HSA=-1.84. (5) Drug 1: CCC1(CC2CC(C3=C(CCN(C2)C1)C4=CC=CC=C4N3)(C5=C(C=C6C(=C5)C78CCN9C7C(C=CC9)(C(C(C8N6C=O)(C(=O)OC)O)OC(=O)C)CC)OC)C(=O)OC)O.OS(=O)(=O)O. Drug 2: CN1C2=C(C=C(C=C2)N(CCCl)CCCl)N=C1CCCC(=O)O.Cl. Cell line: PC-3. Synergy scores: CSS=-6.46, Synergy_ZIP=4.14, Synergy_Bliss=1.10, Synergy_Loewe=-5.61, Synergy_HSA=-5.63. (6) Drug 1: CC1=C(C(=CC=C1)Cl)NC(=O)C2=CN=C(S2)NC3=CC(=NC(=N3)C)N4CCN(CC4)CCO. Drug 2: C(CCl)NC(=O)N(CCCl)N=O. Cell line: CCRF-CEM. Synergy scores: CSS=-0.299, Synergy_ZIP=5.52, Synergy_Bliss=6.32, Synergy_Loewe=-1.40, Synergy_HSA=-0.923. (7) Drug 1: CC(C)(C#N)C1=CC(=CC(=C1)CN2C=NC=N2)C(C)(C)C#N. Drug 2: C1CC(=O)NC(=O)C1N2C(=O)C3=CC=CC=C3C2=O. Cell line: UACC-257. Synergy scores: CSS=-3.84, Synergy_ZIP=2.74, Synergy_Bliss=1.66, Synergy_Loewe=-3.10, Synergy_HSA=-3.10.